From a dataset of Peptide-MHC class I binding affinity with 185,985 pairs from IEDB/IMGT. Regression. Given a peptide amino acid sequence and an MHC pseudo amino acid sequence, predict their binding affinity value. This is MHC class I binding data. (1) The peptide sequence is DTPLIPLTIF. The MHC is HLA-B35:01 with pseudo-sequence HLA-B35:01. The binding affinity (normalized) is 0.335. (2) The peptide sequence is YTVKYGNL. The MHC is H-2-Kb with pseudo-sequence H-2-Kb. The binding affinity (normalized) is 0.647. (3) The peptide sequence is LFCLLNRYF. The binding affinity (normalized) is 0. The MHC is HLA-A30:02 with pseudo-sequence HLA-A30:02. (4) The peptide sequence is FPSNMMVVT. The MHC is HLA-A25:01 with pseudo-sequence HLA-A25:01. The binding affinity (normalized) is 0.0847. (5) The MHC is HLA-B57:01 with pseudo-sequence HLA-B57:01. The peptide sequence is WQFGPSTYY. The binding affinity (normalized) is 0.0847. (6) The peptide sequence is KTPMGFPYDT. The MHC is Mamu-A01 with pseudo-sequence Mamu-A01. The binding affinity (normalized) is 0.517.